Dataset: Full USPTO retrosynthesis dataset with 1.9M reactions from patents (1976-2016). Task: Predict the reactants needed to synthesize the given product. (1) Given the product [ClH:32].[F:1][C:2]1[CH:7]=[CH:6][C:5]([O:8][CH2:9][CH2:10][C:11]([N:13]2[CH2:14][CH2:15][NH:16][CH2:17][CH2:18]2)=[O:12])=[CH:4][CH:3]=1, predict the reactants needed to synthesize it. The reactants are: [F:1][C:2]1[CH:7]=[CH:6][C:5]([O:8][CH2:9][CH2:10][C:11]([N:13]2[CH2:18][CH2:17][N:16](C(OC(C)(C)C)=O)[CH2:15][CH2:14]2)=[O:12])=[CH:4][CH:3]=1.O1CCOCC1.[ClH:32]. (2) Given the product [F:37][C:2]([F:1])([F:38])[CH2:3][NH:4][C:5]([C:7]1([CH2:20][CH2:21][CH2:22][CH2:23][N:24]2[CH2:25][CH2:26][NH:27][CH2:28][CH2:29]2)[C:8]2[CH:9]=[CH:10][CH:11]=[CH:12][C:13]=2[C:14]2[C:19]1=[CH:18][CH:17]=[CH:16][CH:15]=2)=[O:6], predict the reactants needed to synthesize it. The reactants are: [F:1][C:2]([F:38])([F:37])[CH2:3][NH:4][C:5]([C:7]1([CH2:20][CH2:21][CH2:22][CH2:23][N:24]2[CH2:29][CH2:28][N:27](C(OC(C)(C)C)=O)[CH2:26][CH2:25]2)[C:19]2[CH:18]=[CH:17][CH:16]=[CH:15][C:14]=2[C:13]2[C:8]1=[CH:9][CH:10]=[CH:11][CH:12]=2)=[O:6].FC(F)(F)C(O)=O.[OH-].[Na+].